Task: Predict the product of the given reaction.. Dataset: Forward reaction prediction with 1.9M reactions from USPTO patents (1976-2016) (1) Given the reactants CN(C(ON1N=N[C:11]2[CH:12]=CC=N[C:10]1=2)=[N+](C)C)C.F[P-](F)(F)(F)(F)F.[NH2:25][C:26]1[CH:31]=[CH:30][C:29]([N:32]2[CH:37]=[CH:36][C:35]([O:38][CH2:39][C:40]3[CH:45]=[CH:44][C:43]([Cl:46])=[CH:42][CH:41]=3)=[CH:34][C:33]2=[O:47])=[CH:28][C:27]=1[NH:48][CH3:49].[CH:50](N(CC)C(C)C)(C)C.C(O)(=O)CCC, predict the reaction product. The product is: [Cl:46][C:43]1[CH:44]=[CH:45][C:40]([CH2:39][O:38][C:35]2[CH:36]=[CH:37][N:32]([C:29]3[CH:30]=[CH:31][C:26]4[N:25]=[C:49]([CH2:10][CH2:11][CH3:12])[N:48]([CH3:50])[C:27]=4[CH:28]=3)[C:33](=[O:47])[CH:34]=2)=[CH:41][CH:42]=1. (2) Given the reactants [CH2:1]([N:8]1[CH2:13][CH2:12][CH:11]([N:14]([CH3:36])[C:15](=[O:35])[CH:16]([O:18][C:19]2[N:24]=[C:23]([CH3:25])[C:22]([NH:26][C:27](=[O:33])[O:28][C:29]([CH3:32])([CH3:31])[CH3:30])=[C:21]([CH3:34])[N:20]=2)[CH3:17])[CH2:10][CH2:9]1)[C:2]1[CH:7]=[CH:6][CH:5]=[CH:4][CH:3]=1.[CH3:37][Si]([N-][Si](C)(C)C)(C)C.[K+].CI.[Cl-].[NH4+], predict the reaction product. The product is: [CH2:1]([N:8]1[CH2:9][CH2:10][CH:11]([N:14]([CH3:36])[C:15](=[O:35])[CH:16]([O:18][C:19]2[N:24]=[C:23]([CH3:25])[C:22]([N:26]([CH3:37])[C:27](=[O:33])[O:28][C:29]([CH3:31])([CH3:32])[CH3:30])=[C:21]([CH3:34])[N:20]=2)[CH3:17])[CH2:12][CH2:13]1)[C:2]1[CH:3]=[CH:4][CH:5]=[CH:6][CH:7]=1.